Dataset: Full USPTO retrosynthesis dataset with 1.9M reactions from patents (1976-2016). Task: Predict the reactants needed to synthesize the given product. The reactants are: [NH:1]1[C:9]2[C:4](=[CH:5][C:6]([NH:10][C:11]3[C:12]4[C:19]5[CH2:20][CH2:21][CH:22]([C:24]([OH:26])=O)[CH2:23][C:18]=5[S:17][C:13]=4[N:14]=[CH:15][N:16]=3)=[CH:7][CH:8]=2)[CH:3]=[N:2]1.[NH2:27][C:28]1[CH:35]=[CH:34][C:31]([C:32]#[N:33])=[CH:30][CH:29]=1. Given the product [C:32]([C:31]1[CH:34]=[CH:35][C:28]([NH:27][C:24]([CH:22]2[CH2:21][CH2:20][C:19]3[C:12]4[C:11]([NH:10][C:6]5[CH:5]=[C:4]6[C:9](=[CH:8][CH:7]=5)[NH:1][N:2]=[CH:3]6)=[N:16][CH:15]=[N:14][C:13]=4[S:17][C:18]=3[CH2:23]2)=[O:26])=[CH:29][CH:30]=1)#[N:33], predict the reactants needed to synthesize it.